Dataset: Full USPTO retrosynthesis dataset with 1.9M reactions from patents (1976-2016). Task: Predict the reactants needed to synthesize the given product. Given the product [C:17]1([NH:16][C:14](=[O:15])[C:13]([Cl:24])([Cl:23])[C:12]2[N:11]([C:5]3[CH:6]=[CH:7][CH:8]=[CH:9][CH:10]=3)[N:3]=[N:2][N:1]=2)[CH:18]=[CH:19][CH:20]=[CH:21][CH:22]=1, predict the reactants needed to synthesize it. The reactants are: [N-:1]=[N+:2]=[N-:3].[Na+].[C:5]1([N:11]=[C:12](Cl)[C:13]([Cl:24])([Cl:23])[C:14]([NH:16][C:17]2[CH:22]=[CH:21][CH:20]=[CH:19][CH:18]=2)=[O:15])[CH:10]=[CH:9][CH:8]=[CH:7][CH:6]=1.[Cl-].[Na+].